Predict which catalyst facilitates the given reaction. From a dataset of Catalyst prediction with 721,799 reactions and 888 catalyst types from USPTO. (1) Reactant: [CH3:1][N:2]([CH3:7])[C:3](=O)[CH2:4][CH3:5].P(Cl)(Cl)(Cl)=O.C(N(CC)CC)C.[F:20][C:21]1[C:22]([NH2:36])=[N:23][C:24]([O:27][CH2:28][C:29]2[CH:34]=[CH:33][C:32]([F:35])=[CH:31][CH:30]=2)=[N:25][CH:26]=1. Product: [F:20][C:21]1[C:22]([N:36]=[C:3]([N:2]([CH3:7])[CH3:1])[CH2:4][CH3:5])=[N:23][C:24]([O:27][CH2:28][C:29]2[CH:30]=[CH:31][C:32]([F:35])=[CH:33][CH:34]=2)=[N:25][CH:26]=1. The catalyst class is: 22. (2) Reactant: [OH:1][C:2]1[C:7]([C:8]([O:10]CC)=[O:9])=[CH:6][N:5]=[C:4]2[N:13]([C:17]3[CH:22]=[CH:21][CH:20]=[CH:19][N:18]=3)[N:14]=[C:15]([CH3:16])[C:3]=12.[OH-].[Na+]. Product: [OH:1][C:2]1[C:7]([C:8]([OH:10])=[O:9])=[CH:6][N:5]=[C:4]2[N:13]([C:17]3[CH:22]=[CH:21][CH:20]=[CH:19][N:18]=3)[N:14]=[C:15]([CH3:16])[C:3]=12. The catalyst class is: 33. (3) Reactant: [CH3:1][C:2]1[N:3]([C@H:8]2[CH2:12][C@@H:11]([C:13]([O:15][CH3:16])=[O:14])[CH:10]=[CH:9]2)[C:4]([CH3:7])=[CH:5][CH:6]=1.[Br:17][CH2:18][CH2:19][CH2:20]Br. Product: [Br:17][CH2:18][CH2:19][CH2:20][C@@:11]1([C:13]([O:15][CH3:16])=[O:14])[CH2:12][C@H:8]([N:3]2[C:2]([CH3:1])=[CH:6][CH:5]=[C:4]2[CH3:7])[CH:9]=[CH:10]1. The catalyst class is: 7. (4) Reactant: [NH:1]1[CH2:4][CH:3]([CH:5]2[CH2:10][CH2:9][N:8]([C:11]([C:13]3[S:14][CH:15]=[CH:16][N:17]=3)=[O:12])[CH2:7][CH2:6]2)[CH2:2]1.[Cl:18][C:19]1[C:20]2[CH:30]=[CH:29][C:28]([C:31]([F:34])([F:33])[F:32])=[CH:27][C:21]=2[S:22][C:23]=1[C:24](O)=[O:25].CCN(CC)CC.CN(C(ON1N=NC2C=CC=NC1=2)=[N+](C)C)C.F[P-](F)(F)(F)(F)F. Product: [Cl:18][C:19]1[C:20]2[CH:30]=[CH:29][C:28]([C:31]([F:32])([F:34])[F:33])=[CH:27][C:21]=2[S:22][C:23]=1[C:24]([N:1]1[CH2:2][CH:3]([CH:5]2[CH2:6][CH2:7][N:8]([C:11]([C:13]3[S:14][CH:15]=[CH:16][N:17]=3)=[O:12])[CH2:9][CH2:10]2)[CH2:4]1)=[O:25]. The catalyst class is: 2. (5) Reactant: [Cl:1][C:2]1[CH:14]=[C:13]2[C:5]([C:6]3[C:7](=[O:31])[C:8]4[CH:20]=[C:19]([Br:21])[C:18]([O:22][CH2:23][C@H:24]5[CH2:28][O:27]C(C)(C)[O:25]5)=[CH:17][C:9]=4[C:10]([CH3:16])([CH3:15])[C:11]=3[NH:12]2)=[CH:4][CH:3]=1.Cl. Product: [Br:21][C:19]1[C:18]([O:22][CH2:23][C@H:24]([OH:25])[CH2:28][OH:27])=[CH:17][C:9]2[C:10]([CH3:15])([CH3:16])[C:11]3[NH:12][C:13]4[C:5]([C:6]=3[C:7](=[O:31])[C:8]=2[CH:20]=1)=[CH:4][CH:3]=[C:2]([Cl:1])[CH:14]=4. The catalyst class is: 5. (6) Reactant: [F:1][C:2]1[C:3]([CH2:8]O)=[N:4][CH:5]=[CH:6][CH:7]=1.C1(P(C2C=CC=CC=2)C2C=CC=CC=2)C=CC=CC=1.[Br:29]C(Br)(Br)Br. Product: [Br:29][CH2:8][C:3]1[C:2]([F:1])=[CH:7][CH:6]=[CH:5][N:4]=1. The catalyst class is: 4. (7) Reactant: [Cl:1][C:2]1[C:3]([O:13][CH3:14])=[C:4]([C:9]([OH:12])=[CH:10][CH:11]=1)[C:5]([O:7][CH3:8])=[O:6].C1C(=O)N([Br:22])C(=O)C1. Product: [Br:22][C:10]1[C:9]([OH:12])=[C:4]([C:3]([O:13][CH3:14])=[C:2]([Cl:1])[CH:11]=1)[C:5]([O:7][CH3:8])=[O:6]. The catalyst class is: 23. (8) Reactant: Br[C:2]1[CH:10]=[CH:9][C:8]([N+:11]([O-:13])=[O:12])=[C:7]2[C:3]=1[CH2:4][N:5]([CH3:15])[C:6]2=[O:14].[NH:16]1[CH2:21][CH2:20][O:19][CH2:18][CH2:17]1.CCN(C(C)C)C(C)C. Product: [CH3:15][N:5]1[CH2:4][C:3]2[C:7](=[C:8]([N+:11]([O-:13])=[O:12])[CH:9]=[CH:10][C:2]=2[N:16]2[CH2:21][CH2:20][O:19][CH2:18][CH2:17]2)[C:6]1=[O:14]. The catalyst class is: 3. (9) The catalyst class is: 3. Product: [Br:1][C:2]1[CH:7]=[CH:6][C:5]([C:8]2[NH:9][CH:10]=[C:11]([C:13]([N:14]=[C:15]([NH:16][NH:17][CH:18]([CH3:20])[CH3:19])[CH3:21])=[O:41])[N:12]=2)=[C:4]([F:25])[CH:3]=1. Reactant: [Br:1][C:2]1[CH:7]=[CH:6][C:5]([C:8]2[N:9](CCO)[CH:10]=[C:11]([C:13]3[N:17]([CH:18]([CH3:20])[CH3:19])[N:16]=[C:15]([CH3:21])[N:14]=3)[N:12]=2)=[C:4]([F:25])[CH:3]=1.C(NN=C(N)C)(C)C.CN(C([O:41]N1N=NC2C=CC=CC1=2)=[N+](C)C)C.F[P-](F)(F)(F)(F)F.